From a dataset of Peptide-MHC class I binding affinity with 185,985 pairs from IEDB/IMGT. Regression. Given a peptide amino acid sequence and an MHC pseudo amino acid sequence, predict their binding affinity value. This is MHC class I binding data. (1) The peptide sequence is RVVRPWGSY. The MHC is HLA-A25:01 with pseudo-sequence HLA-A25:01. The binding affinity (normalized) is 0.0847. (2) The peptide sequence is ETVWPFFYA. The MHC is HLA-B18:01 with pseudo-sequence HLA-B18:01. The binding affinity (normalized) is 0.0847.